The task is: Predict the reactants needed to synthesize the given product.. This data is from Full USPTO retrosynthesis dataset with 1.9M reactions from patents (1976-2016). (1) Given the product [CH3:1][C:2]1[O:6][N:5]=[C:4]([NH:7][S:8]([C:11]2[CH:16]=[CH:15][C:14]([NH2:17])=[CH:13][CH:12]=2)(=[O:10])=[O:9])[CH:3]=1.[O:24]=[C:23]([NH2:5])[C@@H:22]([C@H:21]([C@@H:20]([C@@H:19]([CH2:18][OH:29])[OH:25])[OH:28])[OH:27])[OH:26], predict the reactants needed to synthesize it. The reactants are: [CH3:1][C:2]1[O:6][N:5]=[C:4]([NH:7][S:8]([C:11]2[CH:12]=[CH:13][C:14]([NH2:17])=[CH:15][CH:16]=2)(=[O:10])=[O:9])[CH:3]=1.[CH2:18]([OH:29])[C@H:19]1[O:25][C:23](=[O:24])[C@H:22]([OH:26])[C@@H:21]([OH:27])[C@@H:20]1[OH:28]. (2) Given the product [N:1]1([CH2:4][C@:5]23[CH2:43][CH2:42][C@@H:41]([C:44]([CH3:46])=[CH2:45])[C@@H:6]2[C@@H:7]2[C@@:20]([CH3:23])([CH2:21][CH2:22]3)[C@@:19]3([CH3:24])[C@@H:10]([C@:11]4([CH3:40])[C@@H:16]([CH2:17][CH2:18]3)[C:15]([CH3:25])([CH3:26])[C:14]([C:27]3[CH:28]=[CH:29][C:30]([C:31]([OH:33])=[O:32])=[CH:38][CH:39]=3)=[CH:13][CH2:12]4)[CH2:9][CH2:8]2)[CH2:2][CH2:3]1, predict the reactants needed to synthesize it. The reactants are: [N:1]1([CH2:4][C@:5]23[CH2:43][CH2:42][C@@H:41]([C:44]([CH3:46])=[CH2:45])[C@@H:6]2[C@@H:7]2[C@@:20]([CH3:23])([CH2:21][CH2:22]3)[C@@:19]3([CH3:24])[C@@H:10]([C@:11]4([CH3:40])[C@@H:16]([CH2:17][CH2:18]3)[C:15]([CH3:26])([CH3:25])[C:14]([C:27]3[CH:39]=[CH:38][C:30]([C:31]([O:33]C(C)(C)C)=[O:32])=[CH:29][CH:28]=3)=[CH:13][CH2:12]4)[CH2:9][CH2:8]2)[CH2:3][CH2:2]1.C(O)(C(F)(F)F)=O. (3) Given the product [Cl:34][C:35]1[N:43]=[CH:42][C:41]([C:44]([F:47])([F:46])[F:45])=[CH:40][C:36]=1[C:37]([NH:62][C@H:60]([C:57]1[CH:58]=[CH:59][C:54]([F:53])=[CH:55][CH:56]=1)[CH3:61])=[O:39], predict the reactants needed to synthesize it. The reactants are: C(N(CC)C(C)C)(C)C.F[P-](F)(F)(F)(F)F.C[N+](C)=C(N(C)C)ON1C2N=CC=CC=2N=N1.[Cl:34][C:35]1[N:43]=[CH:42][C:41]([C:44]([F:47])([F:46])[F:45])=[CH:40][C:36]=1[C:37]([OH:39])=O.CN(C)C=O.[F:53][C:54]1[CH:59]=[CH:58][C:57]([C@@H:60]([NH2:62])[CH3:61])=[CH:56][CH:55]=1. (4) Given the product [C:24]([N:27]1[CH2:31][CH2:30][N:29]([C:2]2[CH:3]=[N:4][C:5]([C:8]([N:10]3[CH2:15][CH2:14][N:13]([C:16]4[C:21]([CH3:22])=[CH:20][C:19]([CH3:23])=[CH:18][N:17]=4)[CH2:12][CH2:11]3)=[O:9])=[N:6][CH:7]=2)[C:28]1=[O:32])(=[O:26])[CH3:25], predict the reactants needed to synthesize it. The reactants are: Br[C:2]1[CH:3]=[N:4][C:5]([C:8]([N:10]2[CH2:15][CH2:14][N:13]([C:16]3[C:21]([CH3:22])=[CH:20][C:19]([CH3:23])=[CH:18][N:17]=3)[CH2:12][CH2:11]2)=[O:9])=[N:6][CH:7]=1.[C:24]([N:27]1[CH2:31][CH2:30][NH:29][C:28]1=[O:32])(=[O:26])[CH3:25].